This data is from Reaction yield outcomes from USPTO patents with 853,638 reactions. The task is: Predict the reaction yield, written as a fraction of the theoretical maximum amount of product (1.0 means a 100% yield; for example, 0.34 means a 34% yield). (1) The reactants are [Br:1][C:2]1[CH:3]=[C:4]2[C:14](=[CH:15][CH:16]=1)[O:13][C:7]1[CH:8]=[N:9][C:10]([Cl:12])=[CH:11][C:6]=1[C:5]2([CH:18]=[CH2:19])O.[CH3:20][OH:21].S(=O)(=O)(O)O. No catalyst specified. The product is [Br:1][C:2]1[CH:3]=[C:4]2[C:14](=[CH:15][CH:16]=1)[O:13][C:7]1[CH:8]=[N:9][C:10]([Cl:12])=[CH:11][C:6]=1[C:5]2=[CH:18][CH2:19][O:21][CH3:20]. The yield is 0.920. (2) The reactants are [Cl:1][C:2]1[C:3]2[CH:16]=[CH:15][CH:14]=[CH:13][C:4]=2[S:5][C:6]=1[CH2:7][CH2:8][CH:9]([OH:12])[C:10]#[CH:11].[CH3:17][C:18]([Si:21](Cl)([CH3:23])[CH3:22])([CH3:20])[CH3:19].C(N(CC)CC)C.C(=O)(O)[O-].[Na+]. The catalyst is ClCCl.CN(C1C=CN=CC=1)C. The product is [C:18]([Si:21]([O:12][CH:9]([CH2:8][CH2:7][C:6]1[S:5][C:4]2[CH:13]=[CH:14][CH:15]=[CH:16][C:3]=2[C:2]=1[Cl:1])[C:10]#[CH:11])([CH3:23])[CH3:22])([CH3:20])([CH3:19])[CH3:17]. The yield is 0.730.